From a dataset of TCR-epitope binding with 47,182 pairs between 192 epitopes and 23,139 TCRs. Binary Classification. Given a T-cell receptor sequence (or CDR3 region) and an epitope sequence, predict whether binding occurs between them. (1) The epitope is TPINLVRDL. The TCR CDR3 sequence is CASSPRGGTASYEQYF. Result: 1 (the TCR binds to the epitope). (2) The epitope is FLKEKGGL. The TCR CDR3 sequence is CASGPGYGNTIYF. Result: 0 (the TCR does not bind to the epitope). (3) The epitope is DATYQRTRALVR. The TCR CDR3 sequence is CASSEINRGSYEQYF. Result: 0 (the TCR does not bind to the epitope).